This data is from Forward reaction prediction with 1.9M reactions from USPTO patents (1976-2016). The task is: Predict the product of the given reaction. (1) Given the reactants [CH2:1]([O:3][CH2:4][C:5]([C:8]1[C:32]([F:33])=[CH:31][C:11]([N:12](CC2C=CC(OC)=CC=2)CC2C=CC(OC)=CC=2)=[CH:10][C:9]=1[F:34])([CH3:7])[CH3:6])[CH3:2].Cl, predict the reaction product. The product is: [CH2:1]([O:3][CH2:4][C:5]([C:8]1[C:9]([F:34])=[CH:10][C:11]([NH2:12])=[CH:31][C:32]=1[F:33])([CH3:7])[CH3:6])[CH3:2]. (2) Given the reactants [NH2:1][C:2]1[CH:3]=[C:4]2[C:8](=[CH:9][CH:10]=1)[C:7](=O)[CH2:6][CH2:5]2.[NH:12]1[C:20]2[C:15](=[CH:16][CH:17]=[CH:18][CH:19]=2)[CH2:14][C:13]1=[O:21].N1CCCCC1.Cl, predict the reaction product. The product is: [NH2:1][C:2]1[CH:3]=[C:4]2[C:8](=[CH:9][CH:10]=1)[C:7](=[C:14]1[C:15]3[C:20](=[CH:19][CH:18]=[CH:17][CH:16]=3)[NH:12][C:13]1=[O:21])[CH2:6][CH2:5]2. (3) Given the reactants [CH:1]1([CH2:7][N:8]2[C:16]3[C:11](=[CH:12][CH:13]=[CH:14][C:15]=3[O:17][CH3:18])[C:10]([C:19]3[S:20][C:21]([CH2:25][OH:26])=[C:22]([CH3:24])[N:23]=3)=[CH:9]2)[CH2:6][CH2:5][CH2:4][CH2:3][CH2:2]1.C(N(CC)CC)C.[CH3:34][S:35](Cl)(=[O:37])=[O:36], predict the reaction product. The product is: [CH:1]1([CH2:7][N:8]2[C:16]3[C:11](=[CH:12][CH:13]=[CH:14][C:15]=3[O:17][CH3:18])[C:10]([C:19]3[S:20][C:21]([CH2:25][O:26][S:35]([CH3:34])(=[O:37])=[O:36])=[C:22]([CH3:24])[N:23]=3)=[CH:9]2)[CH2:6][CH2:5][CH2:4][CH2:3][CH2:2]1.